This data is from Forward reaction prediction with 1.9M reactions from USPTO patents (1976-2016). The task is: Predict the product of the given reaction. (1) Given the reactants [CH3:1][C:2]1[C:8]([N:9]2[CH2:14][CH2:13][O:12][CH2:11][CH2:10]2)=[C:7]([CH3:15])[CH:6]=[C:5]([CH3:16])[C:3]=1[NH2:4].C[Al](C)C.[F:21][C:22]([F:43])([F:42])[C:23]1[CH:28]=[CH:27][C:26]([S:29]([NH:32][C:33]2[CH:37]=[CH:36][S:35][C:34]=2[C:38](OC)=[O:39])(=[O:31])=[O:30])=[CH:25][CH:24]=1.Cl, predict the reaction product. The product is: [F:43][C:22]([F:21])([F:42])[C:23]1[CH:24]=[CH:25][C:26]([S:29]([NH:32][C:33]2[CH:37]=[CH:36][S:35][C:34]=2[C:38]([NH:4][C:3]2[C:5]([CH3:16])=[CH:6][C:7]([CH3:15])=[C:8]([N:9]3[CH2:10][CH2:11][O:12][CH2:13][CH2:14]3)[C:2]=2[CH3:1])=[O:39])(=[O:31])=[O:30])=[CH:27][CH:28]=1. (2) Given the reactants [Br:1][C:2]1[C:11]2[C:6](=[CH:7][C:8]([C:12]3[O:13][C:14]4[CH:26]=[CH:25][CH:24]=[CH:23][C:15]=4[C:16]=3[C:17](=[O:22])[CH2:18][CH:19]([CH3:21])[CH3:20])=[CH:9][CH:10]=2)[CH:5]=[CH:4][C:3]=1[O:27][CH2:28][C:29]#[N:30].[N-:31]=[N+:32]=[N-:33].[Na+].[Cl-].[NH4+], predict the reaction product. The product is: [Br:1][C:2]1[C:3]([O:27][CH2:28][C:29]2[NH:33][N:32]=[N:31][N:30]=2)=[CH:4][CH:5]=[C:6]2[C:11]=1[CH:10]=[CH:9][C:8]([C:12]1[O:13][C:14]3[CH:26]=[CH:25][CH:24]=[CH:23][C:15]=3[C:16]=1[C:17](=[O:22])[CH2:18][CH:19]([CH3:21])[CH3:20])=[CH:7]2. (3) Given the reactants [CH:1]([N:4]1[C:8]([C:9]2[N:18]=[C:17]3[N:11]([CH2:12][CH2:13][O:14][C:15]4[CH:22]=[C:21]([OH:23])[N:20]=[CH:19][C:16]=43)[CH:10]=2)=[N:7][CH:6]=[N:5]1)([CH3:3])[CH3:2].C[CH:25](O)[C:26]([O-:28])=[O:27].[CH3:30]O, predict the reaction product. The product is: [CH3:30][O:28][C:26](=[O:27])[CH2:25][O:23][C:21]1[N:20]=[CH:19][C:16]2[C:17]3[N:11]([CH2:12][CH2:13][O:14][C:15]=2[CH:22]=1)[CH:10]=[C:9]([C:8]1[N:4]([CH:1]([CH3:3])[CH3:2])[N:5]=[CH:6][N:7]=1)[N:18]=3. (4) Given the reactants [CH:1]([C:4]1[CH:8]=[CH:7][N:6]([C:9]2[CH:14]=[CH:13][C:12]([C:15]([F:18])([F:17])[F:16])=[CH:11][N:10]=2)[N:5]=1)([CH3:3])[CH3:2].[I:19]I.[N+]([O-])([O-])=O.[Ce+4].[NH4+].[NH4+].[N+]([O-])([O-])=O.[N+]([O-])([O-])=O.[N+]([O-])([O-])=O.[N+]([O-])([O-])=O.[N+]([O-])([O-])=O, predict the reaction product. The product is: [I:19][C:8]1[C:4]([CH:1]([CH3:3])[CH3:2])=[N:5][N:6]([C:9]2[CH:14]=[CH:13][C:12]([C:15]([F:17])([F:16])[F:18])=[CH:11][N:10]=2)[CH:7]=1. (5) Given the reactants [NH2:1][C@@H:2]([C:7]1[CH:12]=[CH:11][CH:10]=[CH:9][CH:8]=1)[C:3]([O:5][CH3:6])=[O:4].[CH3:13][O:14][C:15]1[CH:22]=[CH:21][C:18]([CH:19]=O)=[CH:17][CH:16]=1.CC(O)=O.[BH4-].[Na+], predict the reaction product. The product is: [CH3:13][O:14][C:15]1[CH:22]=[CH:21][C:18]([CH2:19][NH:1][C@@H:2]([C:7]2[CH:12]=[CH:11][CH:10]=[CH:9][CH:8]=2)[C:3]([O:5][CH3:6])=[O:4])=[CH:17][CH:16]=1.